From a dataset of NCI-60 drug combinations with 297,098 pairs across 59 cell lines. Regression. Given two drug SMILES strings and cell line genomic features, predict the synergy score measuring deviation from expected non-interaction effect. Drug 1: C1=CC(=CC=C1CC(C(=O)O)N)N(CCCl)CCCl.Cl. Drug 2: C1=CN(C=N1)CC(O)(P(=O)(O)O)P(=O)(O)O. Cell line: NCI-H226. Synergy scores: CSS=6.57, Synergy_ZIP=-3.66, Synergy_Bliss=-5.65, Synergy_Loewe=-25.1, Synergy_HSA=-5.87.